From a dataset of Catalyst prediction with 721,799 reactions and 888 catalyst types from USPTO. Predict which catalyst facilitates the given reaction. (1) Reactant: Cl[C:2]1[CH:7]=[C:6]([O:8][C:9]2[CH:10]=[CH:11][C:12]([C:16]3[C:17]([O:25][CH3:26])=[N:18][C:19]([NH:22][CH2:23][CH3:24])=[N:20][CH:21]=3)=[N:13][C:14]=2[CH3:15])[CH:5]=[CH:4][N:3]=1.[CH3:27][N:28]1[CH:32]=[C:31](B2OC(C)(C)C(C)(C)O2)[CH:30]=[N:29]1.C([O-])([O-])=O.[K+].[K+]. Product: [CH2:23]([NH:22][C:19]1[N:18]=[C:17]([O:25][CH3:26])[C:16]([C:12]2[CH:11]=[CH:10][C:9]([O:8][C:6]3[CH:5]=[CH:4][N:3]=[C:2]([C:31]4[CH:30]=[N:29][N:28]([CH3:27])[CH:32]=4)[CH:7]=3)=[C:14]([CH3:15])[N:13]=2)=[CH:21][N:20]=1)[CH3:24]. The catalyst class is: 70. (2) Reactant: [Cl:1][C:2]1[S:6][C:5]([C:7]([NH:9][C:10]2[CH:18]=[CH:17][CH:16]=[C:15]3[C:11]=2[C:12](=[O:26])[N:13]([CH:20]2[CH2:25][CH2:24][NH:23][CH2:22][CH2:21]2)[C:14]3=[O:19])=[O:8])=[CH:4][CH:3]=1.Br[C:28]1[CH:33]=[CH:32][CH:31]=[CH:30][N:29]=1. Product: [Cl:1][C:2]1[S:6][C:5]([C:7]([NH:9][C:10]2[CH:18]=[CH:17][CH:16]=[C:15]3[C:11]=2[C:12](=[O:26])[N:13]([CH:20]2[CH2:25][CH2:24][N:23]([C:28]4[CH:33]=[CH:32][CH:31]=[CH:30][N:29]=4)[CH2:22][CH2:21]2)[C:14]3=[O:19])=[O:8])=[CH:4][CH:3]=1. The catalyst class is: 17. (3) Reactant: Cl.[CH3:2][N:3]1[CH:7]=[C:6]([C:8]2[N:13]=[C:12]3[N:14]([CH2:17][CH:18]4[CH2:23][CH2:22][CH2:21][N:20]([C:24]5[N:29]=[CH:28][C:27]([C:30]6[CH2:31][CH2:32][NH:33][CH2:34][CH:35]=6)=[CH:26][N:25]=5)[CH2:19]4)[N:15]=[N:16][C:11]3=[N:10][CH:9]=2)[CH:5]=[N:4]1.Br[CH2:37][CH2:38][OH:39].C([O-])([O-])=O.[K+].[K+].CCN(CC)CC. Product: [CH3:2][N:3]1[CH:7]=[C:6]([C:8]2[N:13]=[C:12]3[N:14]([CH2:17][CH:18]4[CH2:23][CH2:22][CH2:21][N:20]([C:24]5[N:29]=[CH:28][C:27]([C:30]6[CH2:31][CH2:32][N:33]([CH2:37][CH2:38][OH:39])[CH2:34][CH:35]=6)=[CH:26][N:25]=5)[CH2:19]4)[N:15]=[N:16][C:11]3=[N:10][CH:9]=2)[CH:5]=[N:4]1. The catalyst class is: 3. (4) Reactant: I[CH:2]1[CH2:6][CH2:5][CH2:4][CH2:3]1.[Br:7][C:8]1[CH:9]=[C:10]([SH:14])[CH:11]=[CH:12][CH:13]=1.C(=O)([O-])[O-].[K+].[K+]. Product: [Br:7][C:8]1[CH:13]=[CH:12][CH:11]=[C:10]([S:14][CH:2]2[CH2:6][CH2:5][CH2:4][CH2:3]2)[CH:9]=1. The catalyst class is: 21.